This data is from Peptide-MHC class I binding affinity with 185,985 pairs from IEDB/IMGT. The task is: Regression. Given a peptide amino acid sequence and an MHC pseudo amino acid sequence, predict their binding affinity value. This is MHC class I binding data. (1) The peptide sequence is ATSLDVINY. The MHC is HLA-A11:01 with pseudo-sequence HLA-A11:01. The binding affinity (normalized) is 0.825. (2) The peptide sequence is EKAAWGVAL. The MHC is HLA-B39:01 with pseudo-sequence HLA-B39:01. The binding affinity (normalized) is 0.635. (3) The peptide sequence is KAIKILTGFR. The MHC is HLA-A31:01 with pseudo-sequence HLA-A31:01. The binding affinity (normalized) is 0.811. (4) The peptide sequence is ATGQFRVYPEL. The MHC is Mamu-A01 with pseudo-sequence Mamu-A01. The binding affinity (normalized) is 0.330. (5) The peptide sequence is FPYEGGKVF. The MHC is HLA-B45:06 with pseudo-sequence HLA-B45:06. The binding affinity (normalized) is 0.213. (6) The peptide sequence is YGPDVEVNV. The MHC is HLA-A02:19 with pseudo-sequence HLA-A02:19. The binding affinity (normalized) is 0.0847. (7) The peptide sequence is THADAHTQL. The MHC is HLA-A69:01 with pseudo-sequence HLA-A69:01. The binding affinity (normalized) is 0.0847.